Dataset: Forward reaction prediction with 1.9M reactions from USPTO patents (1976-2016). Task: Predict the product of the given reaction. (1) Given the reactants CS(O[CH2:6][CH2:7][O:8][C:9]1[C:17]2[C:12](=[N:13][CH:14]=[N:15][C:16]=2[NH:18][C:19]2[CH:24]=[CH:23][C:22]([O:25][CH2:26][C:27]3[CH:32]=[CH:31][CH:30]=[CH:29][CH:28]=3)=[C:21]([CH3:33])[CH:20]=2)[NH:11][N:10]=1)(=O)=O.[OH:34][CH:35]1[CH2:40][CH2:39][NH:38][CH2:37][CH2:36]1, predict the reaction product. The product is: [CH2:26]([O:25][C:22]1[CH:23]=[CH:24][C:19]([NH:18][C:16]2[N:15]=[CH:14][N:13]=[C:12]3[NH:11][N:10]=[C:9]([O:8][CH2:7][CH2:6][N:38]4[CH2:39][CH2:40][CH:35]([OH:34])[CH2:36][CH2:37]4)[C:17]=23)=[CH:20][C:21]=1[CH3:33])[C:27]1[CH:28]=[CH:29][CH:30]=[CH:31][CH:32]=1. (2) Given the reactants Br[C:2]1[CH:3]=[CH:4][C:5]([NH:8][C:9]([CH3:14])([CH2:12][CH3:13])[C:10]#[N:11])=[N:6][CH:7]=1.[CH3:15][C:16]1[CH:17]=[C:18]([NH:31][C:32]2[N:37]=[C:36]([C:38]([F:41])([F:40])[F:39])[CH:35]=[CH:34][N:33]=2)[CH:19]=[C:20](B2OC(C)(C)C(C)(C)O2)[CH:21]=1.C(=O)([O-])[O-].[Na+].[Na+], predict the reaction product. The product is: [CH3:14][C:9]([NH:8][C:5]1[CH:4]=[CH:3][C:2]([C:20]2[CH:19]=[C:18]([NH:31][C:32]3[N:37]=[C:36]([C:38]([F:41])([F:40])[F:39])[CH:35]=[CH:34][N:33]=3)[CH:17]=[C:16]([CH3:15])[CH:21]=2)=[CH:7][N:6]=1)([CH2:12][CH3:13])[C:10]#[N:11]. (3) Given the reactants [Li].[H-].[C:3]([N:11]1[CH2:24][CH2:23][C:22]2[C:21]3[CH:20]=[CH:19][C:18]([C:25]4[CH:30]=[CH:29][CH:28]=[CH:27][CH:26]=4)=[CH:17][C:16]=3[NH:15][C:14]=2[CH2:13][CH2:12]1)(=O)[C:4]1[CH:9]=[CH:8][CH:7]=[CH:6][CH:5]=1.CCOC(C)=O.CCCCCCC, predict the reaction product. The product is: [CH2:3]([N:11]1[CH2:24][CH2:23][C:22]2[C:21]3[CH:20]=[CH:19][C:18]([C:25]4[CH:30]=[CH:29][CH:28]=[CH:27][CH:26]=4)=[CH:17][C:16]=3[NH:15][C:14]=2[CH2:13][CH2:12]1)[C:4]1[CH:5]=[CH:6][CH:7]=[CH:8][CH:9]=1. (4) Given the reactants [Br:1][CH2:2][C@@H:3]([OH:13])[CH2:4][C:5]1[CH:10]=[C:9]([CH3:11])[CH:8]=[CH:7][C:6]=1O.CC1C=CC(S(OCC2CC3C=CC=C(CC4C=CC=CC=4)C=3O2)(=O)=O)=CC=1, predict the reaction product. The product is: [Br:1][CH2:2][C@H:3]1[CH2:4][C:5]2[CH:10]=[C:9]([CH3:11])[CH:8]=[CH:7][C:6]=2[O:13]1. (5) Given the reactants [CH2:1]([NH:8][C:9](=[O:41])[NH:10][C@H:11]([C:28](=[O:40])[NH:29][C:30]1[CH:31]=[CH:32][CH:33]=[C:34]2[C:39]=1[N:38]=[CH:37][CH:36]=[CH:35]2)[CH2:12][CH2:13][CH2:14][CH2:15][NH:16][S:17]([NH:20]C(=O)OC(C)(C)C)(=[O:19])=[O:18])[C:2]1[CH:7]=[CH:6][CH:5]=[CH:4][CH:3]=1.S(N)(N)(=O)=O, predict the reaction product. The product is: [CH2:1]([NH:8][C:9](=[O:41])[NH:10][C@@H:11]([CH2:12][CH2:13][CH2:14][CH2:15][NH:16][S:17](=[O:19])(=[O:18])[NH2:20])[C:28]([NH:29][C:30]1[CH:31]=[CH:32][CH:33]=[C:34]2[C:39]=1[N:38]=[CH:37][CH:36]=[CH:35]2)=[O:40])[C:2]1[CH:7]=[CH:6][CH:5]=[CH:4][CH:3]=1. (6) Given the reactants CN(OC)[C:3]([CH:5]1[CH2:10][CH2:9][N:8]([C:11]([O:13][CH2:14][C:15]2[CH:20]=[CH:19][CH:18]=[CH:17][CH:16]=2)=[O:12])[CH2:7][CH2:6]1)=[O:4].C1(C)C=CC=CC=1.[H-].[Al+3].[Li+].[H-].[H-].[H-].C(O)(=O)CC(CC(O)=O)(C(O)=O)O, predict the reaction product. The product is: [CH2:14]([O:13][C:11]([N:8]1[CH2:9][CH2:10][CH:5]([CH:3]=[O:4])[CH2:6][CH2:7]1)=[O:12])[C:15]1[CH:20]=[CH:19][CH:18]=[CH:17][CH:16]=1. (7) The product is: [CH3:38][C:39]1[CH:40]=[C:41]([CH:44]=[CH:45][C:46]=1[CH3:47])[CH2:42][N:19]1[CH2:20][CH:16]([CH2:15][CH2:14][O:13][C:10]2[CH:9]=[CH:8][C:7]([CH2:6][C:5]([CH3:34])([O:23][C:24]3[CH:25]=[CH:26][C:27]([C:30]([F:33])([F:31])[F:32])=[CH:28][CH:29]=3)[C:4]([OH:3])=[O:35])=[CH:12][CH:11]=2)[N:17]([CH3:22])[C:18]1=[O:21]. Given the reactants C([O:3][C:4](=[O:35])[C:5]([CH3:34])([O:23][C:24]1[CH:29]=[CH:28][C:27]([C:30]([F:33])([F:32])[F:31])=[CH:26][CH:25]=1)[CH2:6][C:7]1[CH:12]=[CH:11][C:10]([O:13][CH2:14][CH2:15][CH:16]2[CH2:20][NH:19][C:18](=[O:21])[N:17]2[CH3:22])=[CH:9][CH:8]=1)C.[H-].[Na+].[CH3:38][C:39]1[CH:40]=[C:41]([CH:44]=[CH:45][C:46]=1[CH3:47])[CH2:42]Cl, predict the reaction product.